Dataset: Catalyst prediction with 721,799 reactions and 888 catalyst types from USPTO. Task: Predict which catalyst facilitates the given reaction. (1) Reactant: [C:1]1(=[O:8])[CH2:6][CH2:5][CH2:4][CH2:3][C:2]1=O.BrBr.[Br:11][C:12]1[CH:13]=[C:14]([C:18](=[S:20])[NH2:19])[CH:15]=[N:16][CH:17]=1. Product: [Br:11][C:12]1[CH:13]=[C:14]([C:18]2[S:20][C:3]3[CH2:4][CH2:5][CH2:6][C:1](=[O:8])[C:2]=3[N:19]=2)[CH:15]=[N:16][CH:17]=1. The catalyst class is: 1. (2) Reactant: [CH3:1][C:2]1[CH:7]=[CH:6][C:5](B(O)O)=[CH:4][CH:3]=1.Br[C:12]1[CH:17]=[CH:16][C:15]([O:18][CH3:19])=[CH:14][CH:13]=1.C([O-])([O-])=O.[Na+].[Na+].N#N.ClCCl. Product: [CH3:19][O:18][C:15]1[CH:16]=[CH:17][C:12]([C:5]2[CH:6]=[CH:7][C:2]([CH3:1])=[CH:3][CH:4]=2)=[CH:13][CH:14]=1. The catalyst class is: 710. (3) Reactant: CN(C)/[CH:3]=[C:4]1/[C:5](=O)[C:6]2[S:10][C:9]([N:11]=CN(C)C)=[N:8][C:7]=2[CH2:16][CH2:17]/1.[OH-].[Na+].[CH2:22]([N:24]([CH2:28][CH3:29])[C:25]([NH2:27])=[NH:26])[CH3:23]. Product: [NH2:11][C:9]1[S:10][C:6]2[C:5]3[N:27]=[C:25]([N:24]([CH2:28][CH3:29])[CH2:22][CH3:23])[N:26]=[CH:3][C:4]=3[CH2:17][CH2:16][C:7]=2[N:8]=1. The catalyst class is: 141. (4) Reactant: [Br:1][C:2]1[CH:3]=[N:4][NH:5][CH:6]=1.[H-].[Na+].Br[C:10]([CH3:17])([CH3:16])[C:11]([O:13][CH2:14][CH3:15])=[O:12].O. Product: [Br:1][C:2]1[CH:3]=[N:4][N:5]([C:10]([CH3:17])([CH3:16])[C:11]([O:13][CH2:14][CH3:15])=[O:12])[CH:6]=1. The catalyst class is: 3. (5) Reactant: [Cl:1][C:2]1[CH:7]=[CH:6][C:5]([N:8]([C@H:13]2[C:22]3[C:17](=[CH:18][CH:19]=[CH:20][CH:21]=3)[N:16]([C:23](=[O:31])[C:24]3[CH:29]=[CH:28][C:27]([OH:30])=[CH:26][CH:25]=3)[C@@H:15]([CH3:32])[CH2:14]2)[C:9](=[O:12])[CH2:10]C)=[CH:4][CH:3]=1.C(=O)([O-])[O-].[K+].[K+].[CH3:39][O:40][C:41](=[O:47])[C:42]([CH3:46])([CH3:45])[CH2:43]Br. Product: [CH3:39][O:40][C:41](=[O:47])[C:42]([CH3:46])([CH3:45])[CH2:43][O:30][C:27]1[CH:28]=[CH:29][C:24]([C:23]([N:16]2[C:17]3[C:22](=[CH:21][CH:20]=[CH:19][CH:18]=3)[C@H:13]([N:8]([C:9](=[O:12])[CH3:10])[C:5]3[CH:4]=[CH:3][C:2]([Cl:1])=[CH:7][CH:6]=3)[CH2:14][C@@H:15]2[CH3:32])=[O:31])=[CH:25][CH:26]=1. The catalyst class is: 3. (6) The catalyst class is: 387. Product: [F:17][C:12]1[CH:11]=[C:10]([O:9][C:7]2[CH:6]=[CH:5][N:4]=[C:3]([C:1]3[O:21][N:20]=[C:18]([CH3:19])[CH:2]=3)[CH:8]=2)[CH:15]=[CH:14][C:13]=1[NH2:16]. Reactant: [C:1]([C:3]1[CH:8]=[C:7]([O:9][C:10]2[CH:15]=[CH:14][C:13]([NH2:16])=[C:12]([F:17])[CH:11]=2)[CH:6]=[CH:5][N:4]=1)#[CH:2].[CH:18](=[N:20][OH:21])[CH3:19].C(N(CC)CC)C.ClN1C(=O)CCC1=O. (7) The catalyst class is: 4. Reactant: [NH2:1][C:2]1[C:7]2=[C:8]([C:13]3[CH:18]=[CH:17][CH:16]=[C:15]([O:19][CH2:20][C:21]4[CH:26]=[CH:25][CH:24]=[CH:23][CH:22]=4)[CH:14]=3)[CH:9]=[C:10]([CH2:11][OH:12])[N:6]2[N:5]=[CH:4][N:3]=1.CC(OI1(OC(C)=O)(OC(C)=O)OC(=O)C2C=CC=CC1=2)=O. Product: [NH2:1][C:2]1[C:7]2=[C:8]([C:13]3[CH:18]=[CH:17][CH:16]=[C:15]([O:19][CH2:20][C:21]4[CH:22]=[CH:23][CH:24]=[CH:25][CH:26]=4)[CH:14]=3)[CH:9]=[C:10]([CH:11]=[O:12])[N:6]2[N:5]=[CH:4][N:3]=1.